Dataset: Forward reaction prediction with 1.9M reactions from USPTO patents (1976-2016). Task: Predict the product of the given reaction. Given the reactants [C:1]([O:5][C:6]([N:8]1[CH2:13][CH2:12][CH:11]=[C:10](C(O)=O)[CH2:9]1)=[O:7])([CH3:4])([CH3:3])[CH3:2].C([N:19]([CH2:22][CH3:23])CC)C.[CH:24]1C=[CH:28][CH:27]=[CH:26][CH:25]=1.C1(P(N=[N+]=[N-])(C2C=CC=CC=2)=[O:37])C=CC=CC=1, predict the reaction product. The product is: [C:1]([O:5][C:6]([N:8]1[CH2:9][C:10]2[NH:19][C:22](=[O:37])[C:23]3[CH:24]=[CH:25][CH:26]=[CH:27][C:28]=3[C:11]=2[CH2:12][CH2:13]1)=[O:7])([CH3:2])([CH3:3])[CH3:4].